From a dataset of Reaction yield outcomes from USPTO patents with 853,638 reactions. Predict the reaction yield, written as a fraction of the theoretical maximum amount of product (1.0 means a 100% yield; for example, 0.34 means a 34% yield). (1) The reactants are CCN(CC)CC.[NH2:8][C:9]1[CH:10]=[C:11]([CH:17]=[CH:18][CH:19]=1)[C:12]([O:14]CC)=[O:13].N1P(Cl)(Cl)=NP(Cl)(Cl)=NP=1(Cl)Cl.[Br:32][C:33]1[C:34]([CH3:51])=[N:35][O:36][C:37]=1[NH:38][S:39]([C:42]1[CH:46]=[CH:45][S:44][C:43]=1[C:47](OC)=[O:48])(=[O:41])=[O:40]. The catalyst is C1COCC1.O. The product is [Br:32][C:33]1[C:34]([CH3:51])=[N:35][O:36][C:37]=1[NH:38][S:39]([C:42]1[CH:46]=[CH:45][S:44][C:43]=1[C:47]([NH:8][C:9]1[CH:19]=[CH:18][CH:17]=[C:11]([C:12]([OH:14])=[O:13])[CH:10]=1)=[O:48])(=[O:40])=[O:41]. The yield is 0.116. (2) The reactants are [H-].[Na+].[Cl:3][C:4]1[CH:5]=[C:6]([OH:10])[CH:7]=[CH:8][CH:9]=1.Cl[C:12]1[CH:21]=[CH:20][C:19]2[C:14](=[C:15]([C:22]3[NH:30][C:29]4[CH2:28][CH2:27][NH:26][C:25](=[O:31])[C:24]=4[CH:23]=3)[CH:16]=[CH:17][CH:18]=2)[N:13]=1. No catalyst specified. The yield is 0.190. The product is [Cl:3][C:4]1[CH:5]=[C:6]([CH:7]=[CH:8][CH:9]=1)[O:10][C:12]1[CH:21]=[CH:20][C:19]2[C:14](=[C:15]([C:22]3[NH:30][C:29]4[CH2:28][CH2:27][NH:26][C:25](=[O:31])[C:24]=4[CH:23]=3)[CH:16]=[CH:17][CH:18]=2)[N:13]=1. (3) The catalyst is O1CCCC1. The product is [CH3:3][O:29][C:28]1[C:27]2[O:30][C:31]([CH3:34])([CH3:33])[CH2:32][C:26]=2[C:25]2[C:24]([C:35]3[CH:40]=[CH:39][CH:38]=[CH:37][CH:36]=3)=[N:23][C:22]([CH3:42])([CH3:41])[CH2:21][C:20]=2[C:19]=1[CH2:18][N:16]([CH3:17])[CH3:15]. The yield is 0.960. The reactants are N(C(OC(C)C)=O)=N[C:3](OC(C)C)=O.[CH3:15][N:16]([CH2:18][C:19]1[C:28]([OH:29])=[C:27]2[O:30][C:31]([CH3:34])([CH3:33])[CH2:32][C:26]2=[C:25]2[C:20]=1[CH2:21][C:22]([CH3:42])([CH3:41])[N:23]=[C:24]2[C:35]1[CH:40]=[CH:39][CH:38]=[CH:37][CH:36]=1)[CH3:17].CO.C1(P(C2C=CC=CC=2)C2C=CC=CC=2)C=CC=CC=1.Cl. (4) The reactants are [NH2:1][C:2]1[S:3][C:4]([C:12]2[CH:13]=[CH:14]C(=O)N(C)[CH:17]=2)=[C:5]([C:7]2[O:8][CH:9]=[CH:10][CH:11]=2)[N:6]=1.[C:20]([OH:28])(=O)[C:21]1[CH:26]=[CH:25][N:24]=[CH:23][CH:22]=1.C1CN([P+](ON2N=[N:53][C:48]3C=CC=CC2=3)(N2CCCC2)N2CCCC2)CC1.F[P-](F)(F)(F)(F)F.[CH2:62]([N:64]([CH2:67][CH3:68])[CH2:65][CH3:66])C.CN([CH:72]=[O:73])C. The catalyst is O. The product is [O:8]1[CH:9]=[CH:10][CH:11]=[C:7]1[C:5]1[N:6]=[C:2]([NH:1][C:20]([C:21]2[CH:22]=[CH:23][N:24]=[C:25]([CH2:62][N:64]3[CH2:67][CH2:68][CH:72]([OH:73])[CH2:66][CH2:65]3)[CH:26]=2)=[O:28])[S:3][C:4]=1[C:12]1[CH:17]=[CH:48][N:53]=[CH:14][CH:13]=1. The yield is 0.560.